Task: Predict the product of the given reaction.. Dataset: Forward reaction prediction with 1.9M reactions from USPTO patents (1976-2016) (1) Given the reactants [C:1]([O:5][C:6](=[O:34])[CH2:7][N:8]1[C:17](=[O:18])[C:16]([OH:19])=[C:15]2[C:10]([CH2:11][CH2:12][N:13]([CH2:21][C:22]3[CH:27]=[CH:26][C:25]([F:28])=[C:24]([Cl:29])[CH:23]=3)[C:14]2=[O:20])=[C:9]1[C:30]([O:32][CH3:33])=[O:31])([CH3:4])([CH3:3])[CH3:2].[CH3:35][Si](C=[N+]=[N-])(C)C.CCCCCC, predict the reaction product. The product is: [C:1]([O:5][C:6](=[O:34])[CH2:7][N:8]1[C:17](=[O:18])[C:16]([O:19][CH3:35])=[C:15]2[C:10]([CH2:11][CH2:12][N:13]([CH2:21][C:22]3[CH:27]=[CH:26][C:25]([F:28])=[C:24]([Cl:29])[CH:23]=3)[C:14]2=[O:20])=[C:9]1[C:30]([O:32][CH3:33])=[O:31])([CH3:4])([CH3:3])[CH3:2]. (2) Given the reactants [CH3:1][CH:2]([NH:4][CH2:5][CH:6]([OH:18])[C:7]1[CH:8]=[CH:9][C:10]([NH:13][S:14]([CH3:17])(=[O:16])=[O:15])=[CH:11][CH:12]=1)[CH3:3].Cl, predict the reaction product. The product is: [CH3:3][CH:2]([NH:4][CH2:5][CH:6]([OH:18])[C:7]1[CH:8]=[CH:9][C:10]([NH:13][S:14]([CH3:17])(=[O:16])=[O:15])=[CH:11][CH:12]=1)[CH3:1]. (3) Given the reactants [C:1]([CH:3]1[CH2:12][CH2:11][CH2:10][C:9]2[CH:8]=[C:7]([NH:13][S:14]([C:17]3[CH:22]=[CH:21][CH:20]=[CH:19][CH:18]=3)(=[O:16])=[O:15])[CH:6]=[CH:5][C:4]1=2)#[N:2], predict the reaction product. The product is: [NH2:2][CH2:1][CH:3]1[CH2:12][CH2:11][CH2:10][C:9]2[CH:8]=[C:7]([NH:13][S:14]([C:17]3[CH:18]=[CH:19][CH:20]=[CH:21][CH:22]=3)(=[O:16])=[O:15])[CH:6]=[CH:5][C:4]1=2. (4) The product is: [CH2:8]([NH:7][C@@H:5]([CH:1]1[CH2:4][CH2:3][CH2:2]1)[CH3:6])[C:9]1[CH:14]=[CH:13][CH:12]=[CH:11][CH:10]=1. Given the reactants [CH:1]1([C@@H:5]([NH2:7])[CH3:6])[CH2:4][CH2:3][CH2:2]1.[CH:8](=O)[C:9]1[CH:14]=[CH:13][CH:12]=[CH:11][CH:10]=1.[BH-](OC(C)=O)(OC(C)=O)OC(C)=O.[Na+], predict the reaction product. (5) Given the reactants [F:1][C:2]([F:13])([F:12])[C:3]1[CH:4]=[CH:5][C:6]2[S:10][CH2:9][NH:8][C:7]=2[CH:11]=1.C(N(CC)CC)C.[C:21]([C:23]1[CH:24]=[C:25]([CH:29]=[C:30]([C:34]([F:37])([F:36])[F:35])[C:31]=1[O:32][CH3:33])[C:26](Cl)=[O:27])#[N:22].O, predict the reaction product. The product is: [C:21]([C:23]1[CH:24]=[C:25]([CH:29]=[C:30]([C:34]([F:35])([F:37])[F:36])[C:31]=1[O:32][CH3:33])[C:26]([N:8]1[C:7]2[CH:11]=[C:3]([C:2]([F:1])([F:12])[F:13])[CH:4]=[CH:5][C:6]=2[S:10][CH2:9]1)=[O:27])#[N:22]. (6) Given the reactants [NH:1]=[C:2]1[NH:6][C:5](=[O:7])[CH:4]([CH2:8][C:9]2[CH:14]=[CH:13][C:12]([N:15]3[CH2:20][CH2:19][C:18](=O)[CH2:17][CH2:16]3)=[CH:11][CH:10]=2)[S:3]1.[OH:22][C@@H:23]([CH2:36][NH2:37])[CH2:24][O:25][C:26]1[C:34]2[NH:33][C:32](=[O:35])[NH:31][C:30]=2[CH:29]=[CH:28][CH:27]=1, predict the reaction product. The product is: [OH:22][C@@H:23]([CH2:36][NH:37][CH:18]1[CH2:19][CH2:20][N:15]([C:12]2[CH:13]=[CH:14][C:9]([CH2:8][CH:4]3[S:3][C:2](=[NH:1])[NH:6][C:5]3=[O:7])=[CH:10][CH:11]=2)[CH2:16][CH2:17]1)[CH2:24][O:25][C:26]1[C:34]2[NH:33][C:32](=[O:35])[NH:31][C:30]=2[CH:29]=[CH:28][CH:27]=1.